Dataset: Forward reaction prediction with 1.9M reactions from USPTO patents (1976-2016). Task: Predict the product of the given reaction. (1) Given the reactants C([O-])([O-])=O.[Cs+].[Cs+].[CH3:7][C:8]1[CH:13]=[C:12]([CH3:14])[C:11](B2OC(C)(C)C(C)(C)O2)=[CH:10][N:9]=1.Cl[C:25]1[CH:26]=[CH:27][C:28]2[N:34]3[CH2:35][C@H:31]([CH2:32][CH2:33]3)[N:30]([C:36]([NH:38][C:39]3[CH:44]=[N:43][CH:42]=[CH:41][N:40]=3)=[O:37])[C:29]=2[N:45]=1.CC(C1C=C(C(C)C)C(C2C=CC=CC=2P(C2CCCCC2)C2CCCCC2)=C(C(C)C)C=1)C, predict the reaction product. The product is: [CH3:14][C:12]1[CH:13]=[C:8]([CH3:7])[N:9]=[CH:10][C:11]=1[C:25]1[CH:26]=[CH:27][C:28]2[N:34]3[CH2:35][C@H:31]([CH2:32][CH2:33]3)[N:30]([C:36]([NH:38][C:39]3[CH:44]=[N:43][CH:42]=[CH:41][N:40]=3)=[O:37])[C:29]=2[N:45]=1. (2) The product is: [NH3:4].[CH3:65][OH:66].[CH:21]1([C:24]2[C:29]([N:30]3[CH:34]=[N:33][N:32]=[N:31]3)=[CH:28][C:27]([NH:35][C:43]3[N:48]=[C:47]([NH:49][CH:50]4[CH2:51][C:52]([CH3:58])([CH3:59])[NH:53][C:54]([CH3:57])([CH3:56])[CH2:55]4)[C:46]([F:60])=[CH:45][N:44]=3)=[C:26]([F:36])[CH:25]=2)[CH2:23][CH2:22]1. Given the reactants Cl.ClC1N=C(NC2CC(C)(C)NC(C)(C)C2)C(F)=C[N:4]=1.[CH:21]1([C:24]2[C:29]([N:30]3[CH:34]=[N:33][N:32]=[N:31]3)=[CH:28][C:27]([NH2:35])=[C:26]([F:36])[CH:25]=2)[CH2:23][CH2:22]1.N1C=NN=N1.Cl[C:43]1[N:48]=[C:47]([NH:49][CH:50]2[CH2:55][C:54]([CH3:57])([CH3:56])[NH:53][C:52]([CH3:59])([CH3:58])[CH2:51]2)[C:46]([F:60])=[CH:45][N:44]=1.NC1C=C(C=CC=1)[C:65](O)=[O:66].N1C=CC=NC=1, predict the reaction product. (3) Given the reactants [C:1]([C:4]1[N:5]=[N:6][C:7]2[C:12]([C:13]=1[NH:14][C:15]1[CH:20]=[CH:19][C:18]([CH3:21])=[CH:17][C:16]=1[F:22])=[CH:11][C:10]([C:23]1[CH2:28][CH2:27][N:26](C(OC(C)(C)C)=O)[CH2:25][CH:24]=1)=[C:9]([O:36][CH3:37])[CH:8]=2)(=[O:3])[NH2:2].FC(F)(F)C(O)=O, predict the reaction product. The product is: [F:22][C:16]1[CH:17]=[C:18]([CH3:21])[CH:19]=[CH:20][C:15]=1[NH:14][C:13]1[C:12]2[C:7](=[CH:8][C:9]([O:36][CH3:37])=[C:10]([C:23]3[CH2:28][CH2:27][NH:26][CH2:25][CH:24]=3)[CH:11]=2)[N:6]=[N:5][C:4]=1[C:1]([NH2:2])=[O:3]. (4) Given the reactants [Cl:1][C:2]1[CH:3]=[C:4]([CH:10]=[CH:11][C:12]=1[S:13](Cl)(=[O:15])=[O:14])[C:5]([O:7][CH2:8][CH3:9])=[O:6].[C:17]1([CH2:23][NH2:24])[CH:22]=[CH:21][CH:20]=[CH:19][CH:18]=1, predict the reaction product. The product is: [CH2:23]([NH:24][S:13]([C:12]1[CH:11]=[CH:10][C:4]([C:5]([O:7][CH2:8][CH3:9])=[O:6])=[CH:3][C:2]=1[Cl:1])(=[O:15])=[O:14])[C:17]1[CH:22]=[CH:21][CH:20]=[CH:19][CH:18]=1. (5) Given the reactants [CH3:1][C:2]1[N:7]([CH2:8][C:9]2[S:10][C:11]([C:14]([F:17])([F:16])[F:15])=[CH:12][CH:13]=2)[C:6](=[O:18])[N:5]=[C:4](SC)[N:3]=1.COC1C=CC=C2C=1C(O)CNC2.[CH3:34][O:35][C:36]1[CH:45]=[C:44]2[C:39]([CH:40]([OH:46])[CH2:41][NH:42][CH2:43]2)=[CH:38][CH:37]=1, predict the reaction product. The product is: [OH:46][CH:40]1[C:39]2[C:44](=[CH:45][C:36]([O:35][CH3:34])=[CH:37][CH:38]=2)[CH2:43][N:42]([C:4]2[N:3]=[C:2]([CH3:1])[N:7]([CH2:8][C:9]3[S:10][C:11]([C:14]([F:17])([F:16])[F:15])=[CH:12][CH:13]=3)[C:6](=[O:18])[N:5]=2)[CH2:41]1. (6) The product is: [Br:15][C:16]1[N:21]=[C:20]([NH:14][CH:12]([C:3]2[CH:4]=[C:5]3[C:10](=[CH:11][C:2]=2[F:1])[N:9]=[CH:8][CH:7]=[CH:6]3)[CH3:13])[C:19]([NH2:34])=[N:18][CH:17]=1. Given the reactants [F:1][C:2]1[CH:11]=[C:10]2[C:5]([CH:6]=[CH:7][CH:8]=[N:9]2)=[CH:4][C:3]=1[CH:12]([NH2:14])[CH3:13].[Br:15][C:16]1[N:21]=[C:20](NCC2C=C3C(=CC=2)N=CC=C3)[C:19]([NH2:34])=[N:18][CH:17]=1, predict the reaction product. (7) Given the reactants [CH2:1]([O:3][C:4]1[CH:5]=[CH:6][C:7]([F:21])=[C:8]([C:10]2[CH:15]=[C:14]([CH:16]([CH3:18])[CH3:17])[N:13]=[C:12]([CH:19]=O)[CH:11]=2)[CH:9]=1)[CH3:2].[NH2:22][CH:23]1[CH2:27][CH2:26][N:25]([CH3:28])[C:24]1=[O:29].S([O-])([O-])(=O)=O.[Mg+2], predict the reaction product. The product is: [CH2:1]([O:3][C:4]1[CH:5]=[CH:6][C:7]([F:21])=[C:8]([C:10]2[CH:15]=[C:14]([CH:16]([CH3:18])[CH3:17])[N:13]=[C:12](/[CH:19]=[N:22]/[CH:23]3[CH2:27][CH2:26][N:25]([CH3:28])[C:24]3=[O:29])[CH:11]=2)[CH:9]=1)[CH3:2].